Predict the reaction yield, written as a fraction of the theoretical maximum amount of product (1.0 means a 100% yield; for example, 0.34 means a 34% yield). From a dataset of Reaction yield outcomes from USPTO patents with 853,638 reactions. (1) The reactants are Cl[C:2]1[N:7]=[C:6]([NH:8][C@H:9]2[C@H:14]3[CH2:15][C@H:11]([CH:12]=[CH:13]3)[C@H:10]2[C:16]([NH2:18])=[O:17])[C:5]([Cl:19])=[CH:4][N:3]=1.[NH2:20][C:21]1[C:22]([O:34][CH3:35])=[CH:23][C:24]2[N:30]([CH3:31])[C:29](=[O:32])[O:28][CH2:27][CH2:26][C:25]=2[CH:33]=1. No catalyst specified. The product is [Cl:19][C:5]1[C:6]([NH:8][C@H:9]2[C@H:14]3[CH2:15][C@H:11]([CH:12]=[CH:13]3)[C@H:10]2[C:16]([NH2:18])=[O:17])=[N:7][C:2]([NH:20][C:21]2[C:22]([O:34][CH3:35])=[CH:23][C:24]3[N:30]([CH3:31])[C:29](=[O:32])[O:28][CH2:27][CH2:26][C:25]=3[CH:33]=2)=[N:3][CH:4]=1. The yield is 0.720. (2) The reactants are [NH2:1][C@@:2]([C:7]1[CH:12]=[C:11]([Br:13])[C:10]([F:14])=[CH:9][C:8]=1[F:15])([CH3:6])[CH2:3][CH2:4][OH:5].[O:16](C(OC(C)(C)C)=O)[C:17]([O:19][C:20]([CH3:23])([CH3:22])[CH3:21])=O.O.CCOC(C)=O.O. The catalyst is O1CCOCC1. The product is [Br:13][C:11]1[C:10]([F:14])=[CH:9][C:8]([F:15])=[C:7]([C@@:2]([NH:1][C:17](=[O:16])[O:19][C:20]([CH3:23])([CH3:22])[CH3:21])([CH2:3][CH2:4][OH:5])[CH3:6])[CH:12]=1. The yield is 0.618. (3) The reactants are [C:1]1([C@H:7]([NH2:9])[CH3:8])[CH:6]=[CH:5][CH:4]=[CH:3][CH:2]=1.C[Al](C)C.[F:14][C:15]1([F:22])[CH2:21][CH2:20][CH2:19][C@@H:18]2[C@H:16]1[O:17]2. The catalyst is C(Cl)Cl. The product is [F:14][C:15]1([F:22])[CH2:21][CH2:20][CH2:19][CH:18]([NH:9][C@@H:7]([C:1]2[CH:6]=[CH:5][CH:4]=[CH:3][CH:2]=2)[CH3:8])[CH:16]1[OH:17]. The yield is 0.330. (4) The reactants are [F:1][C:2]1[C:22]([F:23])=[CH:21][CH:20]=[CH:19][C:3]=1[C:4]([C@@H:6]1[CH2:11][CH2:10][CH2:9][N:8]([C:12]([O:14][C:15]([CH3:18])([CH3:17])[CH3:16])=[O:13])[CH2:7]1)=[O:5].[BH4-].[Na+]. The catalyst is CO. The product is [F:1][C:2]1[C:22]([F:23])=[CH:21][CH:20]=[CH:19][C:3]=1[CH:4]([OH:5])[C@@H:6]1[CH2:11][CH2:10][CH2:9][N:8]([C:12]([O:14][C:15]([CH3:17])([CH3:16])[CH3:18])=[O:13])[CH2:7]1. The yield is 0.990. (5) The reactants are [Cl:1][C:2]1[CH:6]=[N:5][N:4]([CH3:7])[C:3]=1[C:8]1[CH:9]=[C:10]([NH:15][C:16]([NH:18][C:19]2[CH:24]=[CH:23][C:22]([F:25])=[CH:21][C:20]=2[F:26])=[O:17])[CH:11]=[CH:12][C:13]=1[OH:14].C1(P(C2C=CC=CC=2)C2C=CC=CC=2)C=CC=CC=1.[CH3:46][N:47]([CH3:51])[CH2:48][CH2:49]O.N(C(OC(C)C)=O)=NC(OC(C)C)=O. The yield is 0.459. The catalyst is C1COCC1. The product is [Cl:1][C:2]1[CH:6]=[N:5][N:4]([CH3:7])[C:3]=1[C:8]1[CH:9]=[C:10]([NH:15][C:16]([NH:18][C:19]2[CH:24]=[CH:23][C:22]([F:25])=[CH:21][C:20]=2[F:26])=[O:17])[CH:11]=[CH:12][C:13]=1[O:14][CH2:49][CH2:48][N:47]([CH3:51])[CH3:46]. (6) The reactants are [H-].[Na+].[O:3]=[C:4]([CH2:11][CH2:12][CH3:13])[CH2:5][C:6]([O:8][CH2:9][CH3:10])=[O:7].Br[CH2:15][C:16]1[S:20][C:19]([C:21]2[CH:28]=[CH:27][CH:26]=[CH:25][C:22]=2[C:23]#[N:24])=[CH:18][CH:17]=1.Cl. The catalyst is O1CCCC1. The product is [C:23]([C:22]1[CH:25]=[CH:26][CH:27]=[CH:28][C:21]=1[C:19]1[S:20][C:16]([CH2:15][CH:5]([C:4](=[O:3])[CH2:11][CH2:12][CH3:13])[C:6]([O:8][CH2:9][CH3:10])=[O:7])=[CH:17][CH:18]=1)#[N:24]. The yield is 0.810. (7) The reactants are [CH3:1][N:2]([CH3:19])[CH2:3][CH2:4][O:5][C:6]1[C:11]([C:12]([F:15])([F:14])[F:13])=[CH:10][C:9]([N+:16]([O-])=O)=[CH:8][N:7]=1.C(Cl)Cl.CO. The catalyst is CO.[Pd]. The product is [CH3:1][N:2]([CH3:19])[CH2:3][CH2:4][O:5][C:6]1[N:7]=[CH:8][C:9]([NH2:16])=[CH:10][C:11]=1[C:12]([F:15])([F:13])[F:14]. The yield is 0.811. (8) The yield is 0.870. The product is [N:24]1[CH:25]=[CH:26][CH:27]=[C:22](/[C:3](/[CH2:4][C:5]([O:7][CH2:8][CH3:9])=[O:6])=[CH:2]\[C:1]([O:11][CH2:12][CH3:13])=[O:10])[CH:23]=1. The catalyst is CN(C=O)C.CCOC(C)=O.CC([O-])=O.CC([O-])=O.[Pd+2]. The reactants are [C:1]([O:11][CH2:12][CH3:13])(=[O:10])/[CH:2]=[CH:3]/[CH2:4][C:5]([O:7][CH2:8][CH3:9])=[O:6].CCN(CC)CC.Br[C:22]1[CH:23]=[N:24][CH:25]=[CH:26][CH:27]=1. (9) The reactants are [N+:1]1([O-])[C:10]2[CH2:9][CH2:8][CH2:7][CH2:6][C:5]=2[CH:4]=[CH:3][CH:2]=1.C[Si]([C:16]#[N:17])(C)C.CN(C)C(Cl)=O. The catalyst is [N+](CC)([O-])=O. The product is [C:16]([C:2]1[CH:3]=[CH:4][C:5]2[CH2:6][CH2:7][CH2:8][CH2:9][C:10]=2[N:1]=1)#[N:17]. The yield is 0.170. (10) The reactants are [Si:1]([O:8][CH2:9][C:10]1([CH3:38])[S:16][CH2:15][CH2:14][N:13]2[C:17]([C:20]3([C:23]4[CH:28]=[CH:27][C:26](B5OC(C)(C)C(C)(C)O5)=[CH:25][CH:24]=4)[CH2:22][CH2:21]3)=[N:18][N:19]=[C:12]2[CH2:11]1)([C:4]([CH3:7])([CH3:6])[CH3:5])([CH3:3])[CH3:2].Br[C:40]1[C:41]([CH3:46])=[N:42][CH:43]=[CH:44][CH:45]=1.C(=O)([O-])[O-].[K+].[K+]. The catalyst is C(COC)OC.O.C1C=CC([P]([Pd]([P](C2C=CC=CC=2)(C2C=CC=CC=2)C2C=CC=CC=2)([P](C2C=CC=CC=2)(C2C=CC=CC=2)C2C=CC=CC=2)[P](C2C=CC=CC=2)(C2C=CC=CC=2)C2C=CC=CC=2)(C2C=CC=CC=2)C2C=CC=CC=2)=CC=1. The product is [Si:1]([O:8][CH2:9][C:10]1([CH3:38])[S:16][CH2:15][CH2:14][N:13]2[C:17]([C:20]3([C:23]4[CH:28]=[CH:27][C:26]([C:40]5[C:41]([CH3:46])=[N:42][CH:43]=[CH:44][CH:45]=5)=[CH:25][CH:24]=4)[CH2:22][CH2:21]3)=[N:18][N:19]=[C:12]2[CH2:11]1)([C:4]([CH3:5])([CH3:6])[CH3:7])([CH3:2])[CH3:3]. The yield is 0.720.